From a dataset of Reaction yield outcomes from USPTO patents with 853,638 reactions. Predict the reaction yield, written as a fraction of the theoretical maximum amount of product (1.0 means a 100% yield; for example, 0.34 means a 34% yield). The reactants are [C:1]([CH:4]([CH2:9][C:10]([O:12][CH3:13])=[O:11])[C:5]([O:7]C)=O)(=O)[CH3:2].[NH2:14][C:15]1[CH:19]=[CH:18][NH:17][N:16]=1. The catalyst is C1(C)C=CC=CC=1. The product is [OH:7][C:5]1[N:16]2[N:17]=[CH:18][CH:19]=[C:15]2[N:14]=[C:1]([CH3:2])[C:4]=1[CH2:9][C:10]([O:12][CH3:13])=[O:11]. The yield is 0.950.